From a dataset of Forward reaction prediction with 1.9M reactions from USPTO patents (1976-2016). Predict the product of the given reaction. Given the reactants [Cl:1][CH2:2][CH2:3][O:4][CH2:5][CH2:6][O:7][CH2:8][CH:9]1[CH2:11][O:10]1.[Cl:12][CH2:13][CH2:14][O:15][CH2:16][CH2:17][OH:18].B(F)(F)F.CCOCC, predict the reaction product. The product is: [Cl:12][CH2:13][CH2:14][O:15][CH2:16][CH2:17][O:18][CH2:11][CH:9]([OH:10])[CH2:8][O:7][CH2:6][CH2:5][O:4][CH2:3][CH2:2][Cl:1].